The task is: Predict the reactants needed to synthesize the given product.. This data is from Retrosynthesis with 50K atom-mapped reactions and 10 reaction types from USPTO. Given the product CC(C)(C)OC(=O)Nc1cccc(C(=O)c2cc(Cl)ccc2N)c1, predict the reactants needed to synthesize it. The reactants are: CC(C)(C)OC(=O)Nc1cccc(Br)c1.CON(C)C(=O)c1cc(Cl)ccc1N.